Predict the product of the given reaction. From a dataset of Forward reaction prediction with 1.9M reactions from USPTO patents (1976-2016). (1) Given the reactants Cl[C:2]1[N:7]=[C:6]([C:8]2[CH:13]=[CH:12][C:11]([F:14])=[C:10]([Cl:15])[CH:9]=2)[C:5]([CH3:16])=[CH:4][N:3]=1.[CH3:17][N:18]1[CH2:23][CH2:22][N:21]([CH2:24][C:25]2[CH:31]=[CH:30][C:28]([NH2:29])=[CH:27][CH:26]=2)[CH2:20][CH2:19]1, predict the reaction product. The product is: [Cl:15][C:10]1[CH:9]=[C:8]([C:6]2[C:5]([CH3:16])=[CH:4][N:3]=[C:2]([NH:29][C:28]3[CH:27]=[CH:26][C:25]([CH2:24][N:21]4[CH2:20][CH2:19][N:18]([CH3:17])[CH2:23][CH2:22]4)=[CH:31][CH:30]=3)[N:7]=2)[CH:13]=[CH:12][C:11]=1[F:14]. (2) Given the reactants [Cl:1][C:2]1[N:3]=[C:4]([O:9][CH3:10])[C:5]([NH2:8])=[N:6][CH:7]=1.[Cl:11][C:12]1[CH:13]=[C:14]([S:18](Cl)(=[O:20])=[O:19])[CH:15]=[CH:16][CH:17]=1, predict the reaction product. The product is: [Cl:11][C:12]1[CH:13]=[C:14]([S:18]([NH:8][C:5]2[C:4]([O:9][CH3:10])=[N:3][C:2]([Cl:1])=[CH:7][N:6]=2)(=[O:20])=[O:19])[CH:15]=[CH:16][CH:17]=1. (3) Given the reactants CS(O[CH2:6][C@@H:7]([NH:14]C(OC(C)(C)C)=O)[C:8]1[CH:13]=[CH:12][CH:11]=[CH:10][CH:9]=1)(=O)=O.[N-:22]=[N+:23]=[N-:24].[Na+].O, predict the reaction product. The product is: [N:22]([CH2:6][C@@H:7]([NH2:14])[C:8]1[CH:9]=[CH:10][CH:11]=[CH:12][CH:13]=1)=[N+:23]=[N-:24]. (4) Given the reactants [CH3:1][O:2][C:3]1[CH:4]=[C:5]([CH:10]=[CH:11][CH:12]=1)[C:6]([NH:8][NH2:9])=[O:7].[CH3:13][NH:14][C:15]1[CH:23]=[CH:22][C:18]([C:19](O)=O)=[CH:17][CH:16]=1.CCN(CC)CC.[Cl-].ClC1N(C)CC[NH+]1C, predict the reaction product. The product is: [CH3:1][O:2][C:3]1[CH:4]=[C:5]([C:6]2[O:7][C:19]([C:18]3[CH:22]=[CH:23][C:15]([NH:14][CH3:13])=[CH:16][CH:17]=3)=[N:9][N:8]=2)[CH:10]=[CH:11][CH:12]=1. (5) Given the reactants C[C:2]1[N:10]([CH2:11][C:12]2[C:13]([O:20][CH3:21])=[N:14][C:15]([CH3:19])=[C:16]([F:18])[CH:17]=2)[C:9]2[C:4](=[N:5][CH:6]=[CH:7][CH:8]=2)[C:3]=1[C:22](O)=[O:23].Cl.[F:26][CH2:27][CH2:28][NH2:29].C(N(CC)CC)C.C(P1(=O)OP(CCC)(=O)OP(CCC)(=O)O1)CC, predict the reaction product. The product is: [F:18][C:16]1[CH:17]=[C:12]([CH2:11][N:10]2[C:9]3[C:4](=[N:5][CH:6]=[CH:7][CH:8]=3)[C:3]([C:22]([NH:29][CH2:28][CH2:27][F:26])=[O:23])=[CH:2]2)[C:13]([O:20][CH3:21])=[N:14][C:15]=1[CH3:19].